Dataset: Catalyst prediction with 721,799 reactions and 888 catalyst types from USPTO. Task: Predict which catalyst facilitates the given reaction. Reactant: [C:1]([O:5][C:6](=[O:20])[NH:7][CH2:8][CH2:9][N:10]1[C:18]2[C:17](Cl)=[N:16][CH:15]=[N:14][C:13]=2[CH:12]=[CH:11]1)([CH3:4])([CH3:3])[CH3:2].[NH2:21][C:22]1[CH:42]=[CH:41][C:25]([O:26][C:27]2[CH:28]=[C:29]([CH:34]=[C:35]([C:37]([F:40])([F:39])[F:38])[CH:36]=2)[C:30]([O:32][CH3:33])=[O:31])=[C:24]([Cl:43])[CH:23]=1. Product: [C:1]([O:5][C:6]([NH:7][CH2:8][CH2:9][N:10]1[C:18]2[C:17]([NH:21][C:22]3[CH:42]=[CH:41][C:25]([O:26][C:27]4[CH:28]=[C:29]([CH:34]=[C:35]([C:37]([F:38])([F:39])[F:40])[CH:36]=4)[C:30]([O:32][CH3:33])=[O:31])=[C:24]([Cl:43])[CH:23]=3)=[N:16][CH:15]=[N:14][C:13]=2[CH:12]=[CH:11]1)=[O:20])([CH3:4])([CH3:3])[CH3:2]. The catalyst class is: 32.